This data is from Reaction yield outcomes from USPTO patents with 853,638 reactions. The task is: Predict the reaction yield, written as a fraction of the theoretical maximum amount of product (1.0 means a 100% yield; for example, 0.34 means a 34% yield). (1) The reactants are [Br:1][C:2]1[CH:3]=[C:4]([C:8]2([C:18]3[CH:23]=[CH:22][CH:21]=[C:20]([OH:24])[CH:19]=3)[C:12]3=[N:13][CH2:14][CH2:15][CH2:16][N:11]3[C:10](=[S:17])[NH:9]2)[CH:5]=[CH:6][CH:7]=1.[CH3:25][S:26](Cl)(=[O:28])=[O:27]. No catalyst specified. The product is [CH3:25][S:26]([O:24][C:20]1[CH:21]=[CH:22][CH:23]=[C:18]([C:8]2([C:4]3[CH:5]=[CH:6][CH:7]=[C:2]([Br:1])[CH:3]=3)[C:12]3=[N:13][CH2:14][CH2:15][CH2:16][N:11]3[C:10](=[S:17])[NH:9]2)[CH:19]=1)(=[O:28])=[O:27]. The yield is 0.590. (2) The reactants are [OH:1][CH2:2][CH:3]([N:5]1[CH2:10][CH2:9][N:8](C(OC(C)(C)C)=O)[CH2:7][CH2:6]1)[CH3:4].Cl.O1CCOCC1. The catalyst is C(OCC)(=O)C.CO.CCOCC. The product is [N:5]1([CH:3]([CH3:4])[CH2:2][OH:1])[CH2:10][CH2:9][NH:8][CH2:7][CH2:6]1. The yield is 0.760. (3) The reactants are [CH2:1]([O:8][N:9]1[C:15](=[O:16])[N:14]2[CH2:17][C@H:10]1[CH2:11][CH2:12][C@H:13]2[C:18]([OH:20])=O)[C:2]1[CH:7]=[CH:6][CH:5]=[CH:4][CH:3]=1.[NH2:21][O:22][C@H:23]1[CH2:27][NH:26][C:25](=[O:28])[CH2:24]1.ON1C2C=CC=CC=2N=N1.Cl.C(N=C=NCCCN(C)C)C. The catalyst is C(Cl)Cl.CN(C)C1C=CN=CC=1. The product is [CH2:1]([O:8][N:9]1[C:15](=[O:16])[N:14]2[CH2:17][C@H:10]1[CH2:11][CH2:12][C@H:13]2[C:18]([NH:21][O:22][C@@H:23]1[CH2:24][C:25](=[O:28])[NH:26][CH2:27]1)=[O:20])[C:2]1[CH:3]=[CH:4][CH:5]=[CH:6][CH:7]=1. The yield is 0.820. (4) The reactants are [CH2:1]([C@H:8]([NH:36][C:37](=[O:47])[O:38][C@@H:39]1[C@H:46]2[C@H:42]([O:43][CH2:44][CH2:45]2)[O:41][CH2:40]1)[C@H:9]([OH:35])[CH2:10][N:11]([S:18]([C:21]1[CH:26]=[CH:25][C:24]([O:27]CC2C=CC=CC=2)=[CH:23][CH:22]=1)(=[O:20])=[O:19])[O:12][CH:13]([CH2:16][CH3:17])[CH2:14][CH3:15])[C:2]1[CH:7]=[CH:6][CH:5]=[CH:4][CH:3]=1.C(O)C. The catalyst is [Pd].C(OCC)(=O)C. The product is [CH2:1]([C@H:8]([NH:36][C:37](=[O:47])[O:38][C@@H:39]1[C@H:46]2[C@H:42]([O:43][CH2:44][CH2:45]2)[O:41][CH2:40]1)[C@H:9]([OH:35])[CH2:10][N:11]([O:12][CH:13]([CH2:14][CH3:15])[CH2:16][CH3:17])[S:18]([C:21]1[CH:22]=[CH:23][C:24]([OH:27])=[CH:25][CH:26]=1)(=[O:20])=[O:19])[C:2]1[CH:3]=[CH:4][CH:5]=[CH:6][CH:7]=1. The yield is 0.460. (5) The reactants are [CH3:1][O:2][C:3]1[CH:8]=[CH:7][N:6]=[C:5]([CH:9]=O)[CH:4]=1.S(O)(O)(=O)=O.[C:16]([S:19][CH3:20])(=[NH:18])[NH2:17].[CH3:20][S:19][C:16](=[NH:18])[NH2:17].[C:26]([CH2:28][C:29](OCC)=[O:30])#[N:27].C(=O)([O-])[O-].[K+].[K+]. The catalyst is CCO. The product is [OH:30][C:29]1[C:28]([C:26]#[N:27])=[C:9]([C:5]2[CH:4]=[C:3]([O:2][CH3:1])[CH:8]=[CH:7][N:6]=2)[N:17]=[C:16]([S:19][CH3:20])[N:18]=1. The yield is 0.270. (6) The reactants are [CH3:1][O:2][C:3]1[CH:8]=[CH:7][C:6]([CH2:9][NH2:10])=[CH:5][CH:4]=1.[CH3:11][S:12](Cl)(=[O:14])=[O:13]. The catalyst is C(Cl)Cl. The product is [CH3:1][O:2][C:3]1[CH:8]=[CH:7][C:6]([CH2:9][NH:10][S:12]([CH3:11])(=[O:14])=[O:13])=[CH:5][CH:4]=1. The yield is 0.890.